Regression/Classification. Given a drug SMILES string, predict its toxicity properties. Task type varies by dataset: regression for continuous values (e.g., LD50, hERG inhibition percentage) or binary classification for toxic/non-toxic outcomes (e.g., AMES mutagenicity, cardiotoxicity, hepatotoxicity). Dataset: herg_karim. From a dataset of hERG potassium channel inhibition data for cardiac toxicity prediction from Karim et al.. (1) The compound is CN(CC(=O)NC1CC1)C(=O)c1ccc2c(c1)c1c(n2C)CC[C@@H](C2CCOCC2)C1. The result is 0 (non-blocker). (2) The compound is NC1(C(=O)NC(CCN2CCCC2)c2ccc(Cl)cc2)CCCN(c2ncnc3[nH]ccc23)C1. The result is 0 (non-blocker). (3) The compound is O=C(O)c1cc(CN2CCN(c3ccc(C(F)(F)F)cc3)CC2)c2ccccn2c1=O. The result is 1 (blocker). (4) The compound is COc1ccc(-c2nnc(C(=O)N3CC(Oc4ccc(CN5CC6(COC6)C5)cc4)C3)o2)cc1. The result is 0 (non-blocker). (5) The compound is CCN(CC)Cc1ccc2c(c1)CC[C@H](N1CCN(CCc3ccc(Cl)cc3)CC1=O)C2. The result is 1 (blocker). (6) The compound is C[C@H](Oc1ccc(S(C)(=O)=O)cc1C(=O)N1CCN(c2ncc(C(F)(F)F)cc2F)CC1)C(F)(F)F. The result is 0 (non-blocker). (7) The compound is COC1COCCC1N[C@@H]1C[C@H]2CN(C(N)=O)C[C@@]2(C(=O)N2CCc3ncc(C(F)(F)F)cc3C2)C1. The result is 0 (non-blocker).